This data is from Full USPTO retrosynthesis dataset with 1.9M reactions from patents (1976-2016). The task is: Predict the reactants needed to synthesize the given product. (1) Given the product [Cl:4][C:5]1[CH:6]=[C:7]([CH2:17][C:18]([OH:20])=[O:19])[CH:8]=[CH:9][C:10]=1[S:11][CH:12]1[CH2:16][CH2:15][CH2:14][CH2:13]1, predict the reactants needed to synthesize it. The reactants are: O.NN.[Cl:4][C:5]1[CH:6]=[C:7]([C:17](=O)[C:18]([OH:20])=[O:19])[CH:8]=[CH:9][C:10]=1[S:11][CH:12]1[CH2:16][CH2:15][CH2:14][CH2:13]1.[OH-].[K+].O. (2) Given the product [Cl:1][C:2]1[C:3](=[O:20])[N:4]([OH:25])[C:5]([C:9]2[C:13]([Cl:14])=[C:12]([O:15][CH:16]([F:17])[F:18])[N:11]([CH3:19])[N:10]=2)=[C:6]([F:8])[CH:7]=1, predict the reactants needed to synthesize it. The reactants are: [Cl:1][C:2]1[C:3]([OH:20])=[N:4][C:5]([C:9]2[C:13]([Cl:14])=[C:12]([O:15][CH:16]([F:18])[F:17])[N:11]([CH3:19])[N:10]=2)=[C:6]([F:8])[CH:7]=1.OO.NC(N)=[O:25].FC(F)(F)C(OC(=O)C(F)(F)F)=O.